Predict the reactants needed to synthesize the given product. From a dataset of Full USPTO retrosynthesis dataset with 1.9M reactions from patents (1976-2016). (1) Given the product [Cl:27][C:24]1[S:23][C:22]([C:20]2[O:19][N:18]=[C:17]([CH2:16][N:8]3[C:9]([C:11]4[O:12][CH:13]=[CH:14][CH:15]=4)=[CH:10][C:6]([C:4]([OH:5])=[O:3])=[N:7]3)[CH:21]=2)=[CH:26][CH:25]=1, predict the reactants needed to synthesize it. The reactants are: C([O:3][C:4]([C:6]1[CH:10]=[C:9]([C:11]2[O:12][CH:13]=[CH:14][CH:15]=2)[N:8]([CH2:16][C:17]2[CH:21]=[C:20]([C:22]3[S:23][C:24]([Cl:27])=[CH:25][CH:26]=3)[O:19][N:18]=2)[N:7]=1)=[O:5])C.Cl. (2) Given the product [C:10]1([C:9]2[C:2]3[S:1][CH:5]=[CH:4][C:3]=3[CH2:6][CH2:7][N:8]=2)[CH:15]=[CH:14][CH:13]=[CH:12][CH:11]=1, predict the reactants needed to synthesize it. The reactants are: [S:1]1[CH:5]=[CH:4][C:3]([CH2:6][CH2:7][NH:8][C:9](=O)[C:10]2[CH:15]=[CH:14][CH:13]=[CH:12][CH:11]=2)=[CH:2]1.P(Cl)(Cl)(Cl)=O.O=P12OP3(OP(OP(O3)(O1)=O)(=O)O2)=O.